From a dataset of Peptide-MHC class II binding affinity with 134,281 pairs from IEDB. Regression. Given a peptide amino acid sequence and an MHC pseudo amino acid sequence, predict their binding affinity value. This is MHC class II binding data. (1) The peptide sequence is RAYRNALSMMPEAMT. The MHC is DRB3_0301 with pseudo-sequence DRB3_0301. The binding affinity (normalized) is 0.554. (2) The binding affinity (normalized) is 0.402. The MHC is DRB1_1101 with pseudo-sequence DRB1_1101. The peptide sequence is EVIPTAFSIGKTYKP. (3) The binding affinity (normalized) is 0.305. The MHC is DRB1_1001 with pseudo-sequence DRB1_1001. The peptide sequence is QDHQEEICEVVLAKS. (4) The peptide sequence is DVNASFRAAMATTAN. The MHC is HLA-DQA10301-DQB10302 with pseudo-sequence HLA-DQA10301-DQB10302. The binding affinity (normalized) is 0.412. (5) The peptide sequence is AAHHMVKISGGPHISY. The MHC is DRB1_0101 with pseudo-sequence DRB1_0101. The binding affinity (normalized) is 0.439. (6) The peptide sequence is SIYGAKFADENFIKK. The MHC is HLA-DPA10103-DPB10401 with pseudo-sequence HLA-DPA10103-DPB10401. The binding affinity (normalized) is 0.461. (7) The peptide sequence is YFQCFKSILLIMNAN. The MHC is DRB1_0405 with pseudo-sequence DRB1_0405. The binding affinity (normalized) is 0.668. (8) The peptide sequence is AADTAGTTVYGAFAA. The MHC is HLA-DPA10103-DPB10401 with pseudo-sequence HLA-DPA10103-DPB10401. The binding affinity (normalized) is 0.107. (9) The peptide sequence is RLLDILEAIKLIRKK. The MHC is DRB1_0405 with pseudo-sequence DRB1_0405. The binding affinity (normalized) is 0.355.